This data is from Aqueous solubility values for 9,982 compounds from the AqSolDB database. The task is: Regression/Classification. Given a drug SMILES string, predict its absorption, distribution, metabolism, or excretion properties. Task type varies by dataset: regression for continuous measurements (e.g., permeability, clearance, half-life) or binary classification for categorical outcomes (e.g., BBB penetration, CYP inhibition). For this dataset (solubility_aqsoldb), we predict Y. (1) The molecule is COc1ccc(N)c([N+](=O)[O-])c1. The Y is -1.23 log mol/L. (2) The molecule is N#C[S-].[NH4+]. The Y is 0.918 log mol/L. (3) The drug is CC(C)OP(C)(=O)F. The Y is 0.854 log mol/L.